From a dataset of Full USPTO retrosynthesis dataset with 1.9M reactions from patents (1976-2016). Predict the reactants needed to synthesize the given product. (1) Given the product [CH3:1][C:2]1[CH:3]=[C:4]([O:15][C:16]2[C:25]3[C:20](=[CH:21][C:22]([O:28][CH2:36][CH2:37][CH2:38][OH:39])=[C:23]([O:26][CH3:27])[CH:24]=3)[N:19]=[CH:18][CH:17]=2)[C:5]([C:9]2[CH:10]=[N:11][CH:12]=[CH:13][CH:14]=2)=[N:6][C:7]=1[CH3:8], predict the reactants needed to synthesize it. The reactants are: [CH3:1][C:2]1[CH:3]=[C:4]([O:15][C:16]2[C:25]3[C:20](=[CH:21][C:22]([OH:28])=[C:23]([O:26][CH3:27])[CH:24]=3)[N:19]=[CH:18][CH:17]=2)[C:5]([C:9]2[CH:10]=[N:11][CH:12]=[CH:13][CH:14]=2)=[N:6][C:7]=1[CH3:8].C(=O)([O-])[O-].[K+].[K+].Br[CH2:36][CH2:37][CH2:38][OH:39]. (2) Given the product [C:1]([O:5][C:6]([N:8]1[CH2:13][CH2:12][CH:11]([O:14][C:16]2[CH:21]=[CH:20][N:19]=[CH:18][CH:17]=2)[CH2:10][CH2:9]1)=[O:7])([CH3:4])([CH3:2])[CH3:3], predict the reactants needed to synthesize it. The reactants are: [C:1]([O:5][C:6]([N:8]1[CH2:13][CH2:12][CH:11]([OH:14])[CH2:10][CH2:9]1)=[O:7])([CH3:4])([CH3:3])[CH3:2].O[C:16]1[CH:21]=[CH:20][N:19]=[CH:18][CH:17]=1. (3) Given the product [K+:32].[Cl:1][C:2]1[CH:3]=[C:4]([CH2:8][O:9][C:10]2[CH:11]=[CH:12][C:13]([CH3:30])=[C:14]([C:16]([NH:18][C:19]3[CH:24]=[CH:23][C:22]([CH2:25][C:26]([O-:28])=[O:27])=[CH:21][C:20]=3[CH3:29])=[O:17])[CH:15]=2)[CH:5]=[CH:6][CH:7]=1, predict the reactants needed to synthesize it. The reactants are: [Cl:1][C:2]1[CH:3]=[C:4]([CH2:8][O:9][C:10]2[CH:11]=[CH:12][C:13]([CH3:30])=[C:14]([C:16]([NH:18][C:19]3[CH:24]=[CH:23][C:22]([CH2:25][C:26]([OH:28])=[O:27])=[CH:21][C:20]=3[CH3:29])=[O:17])[CH:15]=2)[CH:5]=[CH:6][CH:7]=1.[OH-].[K+:32]. (4) Given the product [P:1]([O:13][CH2:23][Cl:24])([O:3][C:4]([CH3:6])([CH3:7])[CH3:5])([O:8][C:9]([CH3:12])([CH3:11])[CH3:10])=[O:2], predict the reactants needed to synthesize it. The reactants are: [P:1]([OH:13])([O:8][C:9]([CH3:12])([CH3:11])[CH3:10])([O:3][C:4]([CH3:7])([CH3:6])[CH3:5])=[O:2].C([O-])(O)=O.[Na+].S(Cl)(O[CH2:23][Cl:24])(=O)=O.